Dataset: Forward reaction prediction with 1.9M reactions from USPTO patents (1976-2016). Task: Predict the product of the given reaction. (1) Given the reactants [C:1]([C:6]1[CH:7]=[CH:8][C:9]2[N:10]([C:12]([C:15]3[CH:29]=[CH:28][C:18]([CH2:19][NH:20]C(=O)OC(C)(C)C)=[CH:17][CH:16]=3)=[CH:13][N:14]=2)[N:11]=1)#[C:2][CH2:3][CH2:4][CH3:5].C(O)(C(F)(F)F)=O, predict the reaction product. The product is: [C:1]([C:6]1[CH:7]=[CH:8][C:9]2[N:10]([C:12]([C:15]3[CH:16]=[CH:17][C:18]([CH2:19][NH2:20])=[CH:28][CH:29]=3)=[CH:13][N:14]=2)[N:11]=1)#[C:2][CH2:3][CH2:4][CH3:5]. (2) Given the reactants [Cl:1][C:2]1[CH:3]=[C:4]([C:8]2[N:12]3[N:13]=[C:14]([NH:17][CH:18]4[CH2:23][CH2:22][C:21](=[CH:24][C:25]#[N:26])[CH2:20][CH2:19]4)[CH:15]=[CH:16][C:11]3=[N:10][CH:9]=2)[CH:5]=[CH:6][CH:7]=1, predict the reaction product. The product is: [Cl:1][C:2]1[CH:3]=[C:4]([C:8]2[N:12]3[N:13]=[C:14]([NH:17][C@H:18]4[CH2:19][CH2:20][C@H:21]([CH2:24][C:25]#[N:26])[CH2:22][CH2:23]4)[CH:15]=[CH:16][C:11]3=[N:10][CH:9]=2)[CH:5]=[CH:6][CH:7]=1. (3) The product is: [CH3:24][N:23]([CH3:25])[CH2:22][CH2:21][N:18]1[C:6]2=[CH:7][CH:8]=[C:9]3[C:4]([N:3]=[C:2]([C:30]4[CH:29]=[N:28][C:27]([NH2:26])=[N:32][CH:31]=4)[N:11]=[C:10]3[N:12]3[CH2:17][CH2:16][O:15][CH2:14][CH2:13]3)=[C:5]2[CH:20]=[CH:19]1. Given the reactants Cl[C:2]1[N:11]=[C:10]([N:12]2[CH2:17][CH2:16][O:15][CH2:14][CH2:13]2)[C:9]2[C:4](=[C:5]3[CH:20]=[CH:19][N:18]([CH2:21][CH2:22][N:23]([CH3:25])[CH3:24])[C:6]3=[CH:7][CH:8]=2)[N:3]=1.[NH2:26][C:27]1[N:32]=[CH:31][C:30](B(O)O)=[CH:29][N:28]=1, predict the reaction product. (4) Given the reactants CN(C(ON1N=NC2C=CC=NC1=2)=[N+](C)C)C.F[P-](F)(F)(F)(F)F.[F:25][C:26]1[CH:27]=[C:28]([C:32]2[CH:37]=[CH:36][C:35]([C:38]([OH:40])=O)=[C:34]([N+:41]([O-:43])=[O:42])[CH:33]=2)[CH:29]=[CH:30][CH:31]=1.C(N(CC)C(C)C)(C)C.Cl.[CH3:54][C:55]([O:58][C@H:59]([CH3:66])[C@@H:60]([C:62]([O:64][CH3:65])=[O:63])[NH2:61])([CH3:57])[CH3:56].C([O-])(O)=O.[Na+], predict the reaction product. The product is: [CH3:57][C:55]([O:58][C@H:59]([CH3:66])[C@@H:60]([C:62]([O:64][CH3:65])=[O:63])[NH:61][C:38]([C:35]1[CH:36]=[CH:37][C:32]([C:28]2[CH:29]=[CH:30][CH:31]=[C:26]([F:25])[CH:27]=2)=[CH:33][C:34]=1[N+:41]([O-:43])=[O:42])=[O:40])([CH3:54])[CH3:56]. (5) Given the reactants [Br:1][C:2]1[CH:3]=[C:4]([C:8]#[C:9][C:10]2[CH:11]=[C:12]([C:15]#[N:16])[NH:13][CH:14]=2)[CH:5]=[CH:6][CH:7]=1.S([O-])([O-])(=O)=[O:18].[Mg+2].C(=O)(O)[O-].[Na+].[O-][Mn](=O)(=O)=O.[K+].[OH2:34], predict the reaction product. The product is: [Br:1][C:2]1[CH:3]=[C:4]([C:8](=[O:18])[C:9]([C:10]2[CH:11]=[C:12]([C:15]#[N:16])[NH:13][CH:14]=2)=[O:34])[CH:5]=[CH:6][CH:7]=1. (6) Given the reactants [Br:1][C:2]1[C:7]([OH:8])=[CH:6][CH:5]=[C:4]([Br:9])[N:3]=1.[CH2:10](O)[CH2:11][CH:12]=[CH2:13].C1C=CC(P(C2C=CC=CC=2)C2C=CC=CC=2)=CC=1.CC(OC(/N=N/C(OC(C)C)=O)=O)C, predict the reaction product. The product is: [Br:1][C:2]1[C:7]([O:8][CH2:13][CH2:12][CH:11]=[CH2:10])=[CH:6][CH:5]=[C:4]([Br:9])[N:3]=1. (7) Given the reactants [CH3:1][C:2]([C:6]1[CH:11]=[CH:10][C:9]([N+:12]([O-:14])=[O:13])=[CH:8][CH:7]=1)([CH3:5])[C:3]#[N:4].Cl.[OH-].[Na+], predict the reaction product. The product is: [CH3:5][C:2]([C:6]1[CH:11]=[CH:10][C:9]([N+:12]([O-:14])=[O:13])=[CH:8][CH:7]=1)([CH3:1])[CH2:3][NH2:4]. (8) The product is: [CH:22]1([N:21]2[C:14]3[N:15]([C:16](=[O:18])[N:17]=[C:12]([O:10][CH2:9][C:4]4[CH:5]=[CH:6][C:7]([F:8])=[C:2]([F:1])[CH:3]=4)[CH:13]=3)[CH2:19][CH2:20]2)[CH2:24][CH2:23]1. Given the reactants [F:1][C:2]1[CH:3]=[C:4]([CH2:9][OH:10])[CH:5]=[CH:6][C:7]=1[F:8].Cl[C:12]1[CH:13]=[C:14]2[N:21]([CH:22]3[CH2:24][CH2:23]3)[CH2:20][CH2:19][N:15]2[C:16](=[O:18])[N:17]=1, predict the reaction product.